This data is from Full USPTO retrosynthesis dataset with 1.9M reactions from patents (1976-2016). The task is: Predict the reactants needed to synthesize the given product. (1) Given the product [Br:1][CH2:2][CH2:3][CH2:4][CH2:5][CH2:6][C:7]([O:9][CH3:15])=[O:8], predict the reactants needed to synthesize it. The reactants are: [Br:1][CH2:2][CH2:3][CH2:4][CH2:5][CH2:6][C:7]([OH:9])=[O:8].OS(O)(=O)=O.[CH3:15]O. (2) The reactants are: [H-].[H-].[H-].[H-].[Li+].[Al+3].[CH3:7][N:8]([CH3:22])[CH2:9][CH2:10][N:11]1[C:20]2[C:15](=[CH:16][CH:17]=[CH:18][CH:19]=2)[CH2:14][CH2:13][C:12]1=O. Given the product [N:11]1([CH2:10][CH2:9][N:8]([CH3:22])[CH3:7])[C:20]2[C:15](=[CH:16][CH:17]=[CH:18][CH:19]=2)[CH2:14][CH2:13][CH2:12]1, predict the reactants needed to synthesize it. (3) Given the product [Cl:1][C:2]1[C:3]([F:31])=[C:4]([C@@H:8]2[C@:12]([C:15]3[CH:20]=[CH:19][C:18]([Cl:21])=[CH:17][C:16]=3[F:22])([C:13]#[N:14])[C@H:11]([CH2:23][C:24]([CH3:27])([CH3:25])[CH3:26])[NH:10][C@H:9]2[C:28]([NH:35][C:36]2[CH:45]=[CH:44][C:39]([C:40]([O:42][CH3:43])=[O:41])=[CH:38][C:37]=2[CH3:46])=[O:29])[CH:5]=[CH:6][CH:7]=1, predict the reactants needed to synthesize it. The reactants are: [Cl:1][C:2]1[C:3]([F:31])=[C:4]([C@@H:8]2[C@:12]([C:15]3[CH:20]=[CH:19][C:18]([Cl:21])=[CH:17][C:16]=3[F:22])([C:13]#[N:14])[C@H:11]([CH2:23][C:24]([CH3:27])([CH3:26])[CH3:25])[NH:10][C@H:9]2[C:28](O)=[O:29])[CH:5]=[CH:6][CH:7]=1.C(Cl)Cl.[NH2:35][C:36]1[CH:45]=[CH:44][C:39]([C:40]([O:42][CH3:43])=[O:41])=[CH:38][C:37]=1[CH3:46].O. (4) Given the product [Cl:11][C:12]1[CH:17]=[C:16]([O:10][CH:6]2[CH2:7][CH2:8][CH2:9][CH:4]([CH3:3])[CH2:5]2)[N:15]=[CH:14][N:13]=1, predict the reactants needed to synthesize it. The reactants are: [H-].[Na+].[CH3:3][CH:4]1[CH2:9][CH2:8][CH2:7][CH:6]([OH:10])[CH2:5]1.[Cl:11][C:12]1[CH:17]=[C:16](Cl)[N:15]=[CH:14][N:13]=1.[Cl-].[NH4+]. (5) Given the product [F:1][C:2]1[C:11]([CH:12]=[O:13])=[CH:10][C:5]2[O:6][CH2:7][CH2:8][O:9][C:4]=2[CH:3]=1, predict the reactants needed to synthesize it. The reactants are: [F:1][C:2]1[CH:11]=[CH:10][C:5]2[O:6][CH2:7][CH2:8][O:9][C:4]=2[CH:3]=1.[CH3:12][O:13]C(Cl)Cl.